Dataset: Peptide-MHC class II binding affinity with 134,281 pairs from IEDB. Task: Regression. Given a peptide amino acid sequence and an MHC pseudo amino acid sequence, predict their binding affinity value. This is MHC class II binding data. The peptide sequence is DQRGSGQVVTYALNT. The MHC is DRB1_0701 with pseudo-sequence DRB1_0701. The binding affinity (normalized) is 0.414.